Dataset: Full USPTO retrosynthesis dataset with 1.9M reactions from patents (1976-2016). Task: Predict the reactants needed to synthesize the given product. (1) Given the product [NH:1]([C:36]([CH3:38])=[O:37])[C@H:2]([C:18]([NH:20][C@H:21]([C:26]([N:28]1[CH2:35][CH2:34][CH2:33][C@H:29]1[C:30]([NH:39][CH2:40][CH2:41][CH2:42][CH2:43][NH:44][C:45]([O:47][C:48]([CH3:51])([CH3:50])[CH3:49])=[O:46])=[O:31])=[O:27])[CH2:22][CH:23]([CH3:25])[CH3:24])=[O:19])[CH2:3][C:4]1[CH:9]=[CH:8][C:7]([O:10][CH2:11][C:12]2[CH:17]=[CH:16][CH:15]=[CH:14][CH:13]=2)=[CH:6][CH:5]=1, predict the reactants needed to synthesize it. The reactants are: [NH:1]([C:36]([CH3:38])=[O:37])[C@H:2]([C:18]([NH:20][C@H:21]([C:26]([N:28]1[CH2:35][CH2:34][CH2:33][C@H:29]1[C:30](O)=[O:31])=[O:27])[CH2:22][CH:23]([CH3:25])[CH3:24])=[O:19])[CH2:3][C:4]1[CH:9]=[CH:8][C:7]([O:10][CH2:11][C:12]2[CH:17]=[CH:16][CH:15]=[CH:14][CH:13]=2)=[CH:6][CH:5]=1.[NH2:39][CH2:40][CH2:41][CH2:42][CH2:43][NH:44][C:45]([O:47][C:48]([CH3:51])([CH3:50])[CH3:49])=[O:46].F[P-](F)(F)(F)(F)F.N1(O[P+](N(C)C)(N(C)C)N(C)C)C2C=CC=CC=2N=N1.CCN(C(C)C)C(C)C. (2) Given the product [CH3:14][N:5]1[C:4](=[O:15])[C@@H:3]([NH:2][C:30]([C:27]2[NH:26][C:25]([CH:23]([C:17]3[CH:22]=[CH:21][CH:20]=[CH:19][CH:18]=3)[CH3:24])=[N:29][N:28]=2)=[O:31])[CH2:9][O:8][C:7]2[CH:10]=[CH:11][CH:12]=[CH:13][C:6]1=2, predict the reactants needed to synthesize it. The reactants are: Cl.[NH2:2][C@H:3]1[CH2:9][O:8][C:7]2[CH:10]=[CH:11][CH:12]=[CH:13][C:6]=2[N:5]([CH3:14])[C:4]1=[O:15].Cl.[C:17]1([CH:23]([C:25]2[NH:26][C:27]([C:30](O)=[O:31])=[N:28][N:29]=2)[CH3:24])[CH:22]=[CH:21][CH:20]=[CH:19][CH:18]=1. (3) Given the product [C:11]1([C:2]2[N:7]=[C:6]([C:8]([OH:10])=[O:9])[CH:5]=[CH:4][CH:3]=2)[CH:16]=[CH:15][CH:14]=[CH:13][CH:12]=1, predict the reactants needed to synthesize it. The reactants are: Br[C:2]1[N:7]=[C:6]([C:8]([OH:10])=[O:9])[CH:5]=[CH:4][CH:3]=1.[C:11]1(B(O)O)[CH:16]=[CH:15][CH:14]=[CH:13][CH:12]=1.C(=O)([O-])[O-].[Cs+].[Cs+].